This data is from Reaction yield outcomes from USPTO patents with 853,638 reactions. The task is: Predict the reaction yield, written as a fraction of the theoretical maximum amount of product (1.0 means a 100% yield; for example, 0.34 means a 34% yield). (1) The reactants are [CH2:1]([N:8]1[C:13](=[O:14])[C:12]2[C:15]([CH3:18])=[N:16][S:17][C:11]=2[N:10]=[C:9]1[CH:19](Br)[CH2:20][CH3:21])[C:2]1[CH:7]=[CH:6][CH:5]=[CH:4][CH:3]=1.[C:23]([NH:30][CH2:31][CH2:32][CH2:33][NH2:34])([O:25][C:26]([CH3:29])([CH3:28])[CH3:27])=[O:24]. The catalyst is CCO. The product is [C:26]([O:25][C:23](=[O:24])[NH:30][CH2:31][CH2:32][CH2:33][NH:34][CH:19]([C:9]1[N:8]([CH2:1][C:2]2[CH:7]=[CH:6][CH:5]=[CH:4][CH:3]=2)[C:13](=[O:14])[C:12]2[C:15]([CH3:18])=[N:16][S:17][C:11]=2[N:10]=1)[CH2:20][CH3:21])([CH3:29])([CH3:27])[CH3:28]. The yield is 0.520. (2) The reactants are C([O-])([O-])=O.[Na+].[Na+].[CH:7]1([N:12]2[CH:16]=[CH:15][CH:14]=[N:13]2)[CH2:11][CH2:10][CH2:9][CH2:8]1.[Br:17]Br. No catalyst specified. The product is [Br:17][C:15]1[CH:14]=[N:13][N:12]([CH:7]2[CH2:11][CH2:10][CH2:9][CH2:8]2)[CH:16]=1. The yield is 0.930. (3) The reactants are [CH2:1]([C:5]1[NH:6][C:7]2[C:12]([CH:13]=1)=[C:11]([C:14]([F:17])([F:16])[F:15])[C:10]([C:18]#[N:19])=[CH:9][CH:8]=2)[CH2:2][CH2:3][CH3:4].Cl[CH2:21][C:22]1[N:26]=[C:25]([C:27]2[CH:32]=[CH:31][CH:30]=[C:29]([C:33]([F:36])([F:35])[F:34])[CH:28]=2)[O:24][N:23]=1.C([O-])([O-])=O.[Cs+].[Cs+].CC#N. The catalyst is CCOC(C)=O. The product is [CH2:1]([C:5]1[N:6]([CH2:21][C:22]2[N:26]=[C:25]([C:27]3[CH:32]=[CH:31][CH:30]=[C:29]([C:33]([F:36])([F:34])[F:35])[CH:28]=3)[O:24][N:23]=2)[C:7]2[C:12]([CH:13]=1)=[C:11]([C:14]([F:16])([F:17])[F:15])[C:10]([C:18]#[N:19])=[CH:9][CH:8]=2)[CH2:2][CH2:3][CH3:4]. The yield is 0.760. (4) The reactants are [Cl:1][C:2]1[N:7]=[CH:6][N:5]=[C:4]([NH2:8])[C:3]=1[CH2:9][NH:10][CH2:11][C:12]([F:15])([F:14])[F:13].C(N(CC)CC)C.Cl[C:24](Cl)([O:26]C(=O)OC(Cl)(Cl)Cl)Cl. The catalyst is ClCCl. The product is [Cl:1][C:2]1[N:7]=[CH:6][N:5]=[C:4]2[NH:8][C:24](=[O:26])[N:10]([CH2:11][C:12]([F:14])([F:15])[F:13])[CH2:9][C:3]=12. The yield is 0.420. (5) The reactants are [CH2:1]([Mg]Br)[CH3:2].[CH3:5][N:6]([CH3:24])[C:7]1[CH:23]=[CH:22][C:10]([C:11]([C:13]2[CH:18]=[CH:17][C:16]([N:19]([CH3:21])[CH3:20])=[CH:15][CH:14]=2)=O)=[CH:9][CH:8]=1.[Cl-].[NH4+]. The catalyst is C1COCC1. The product is [CH3:5][N:6]([CH3:24])[C:7]1[CH:23]=[CH:22][C:10]([C:11]([C:13]2[CH:18]=[CH:17][C:16]([N:19]([CH3:21])[CH3:20])=[CH:15][CH:14]=2)=[CH:1][CH3:2])=[CH:9][CH:8]=1. The yield is 0.650.